Dataset: Full USPTO retrosynthesis dataset with 1.9M reactions from patents (1976-2016). Task: Predict the reactants needed to synthesize the given product. (1) Given the product [Cl:1][C:2]1[CH:3]=[C:4]([C:5]2[O:18][C:17]3[CH2:16][CH2:15][C:10]4([O:14][CH2:13][CH2:12][O:11]4)[CH2:9][C:8]=3[N:7]=2)[CH:19]=[CH:20][C:21]=1[O:22][CH2:23][CH:24]1[CH2:25][CH2:26]1, predict the reactants needed to synthesize it. The reactants are: [Cl:1][C:2]1[CH:3]=[C:4]([CH:19]=[CH:20][C:21]=1[O:22][CH2:23][CH:24]1[CH2:26][CH2:25]1)[C:5]([NH:7][CH:8]1[CH:17]([OH:18])[CH2:16][CH2:15][C:10]2([O:14][CH2:13][CH2:12][O:11]2)[CH2:9]1)=O.C(N(CC)CC)C.O. (2) Given the product [C:34]([O:38][C:39]([N:41]1[CH2:46][CH2:45][N:44]([C:6](=[O:8])[C:5]2[CH:9]=[CH:10][C:2]([Br:1])=[C:3]([F:11])[CH:4]=2)[CH2:43][CH2:42]1)=[O:40])([CH3:37])([CH3:35])[CH3:36], predict the reactants needed to synthesize it. The reactants are: [Br:1][C:2]1[CH:10]=[CH:9][C:5]([C:6]([OH:8])=O)=[CH:4][C:3]=1[F:11].Cl.C(N=C=NCCCN(C)C)C.ON1C2C=CC=CC=2N=N1.[C:34]([O:38][C:39]([N:41]1[CH2:46][CH2:45][NH:44][CH2:43][CH2:42]1)=[O:40])([CH3:37])([CH3:36])[CH3:35].[OH-].[Na+]. (3) Given the product [Cl:36][C:33]1[CH:34]=[CH:35][C:30]([N:22]2[C:21]([CH:14]([CH:15]3[CH2:20][CH2:19][CH2:18][CH2:17][CH2:16]3)[CH2:13][S:10]([C:7]3[CH:6]=[CH:5][C:4]([C:3]([OH:37])=[O:2])=[CH:9][CH:8]=3)(=[O:12])=[O:11])=[C:29]3[C:24]([CH2:25][CH2:26][CH2:27][CH2:28]3)=[N:23]2)=[CH:31][CH:32]=1, predict the reactants needed to synthesize it. The reactants are: C[O:2][C:3](=[O:37])[C:4]1[CH:9]=[CH:8][C:7]([S:10]([CH2:13][CH:14]([C:21]2[N:22]([C:30]3[CH:35]=[CH:34][C:33]([Cl:36])=[CH:32][CH:31]=3)[N:23]=[C:24]3[C:29]=2[CH2:28][CH2:27][CH2:26][CH2:25]3)[CH:15]2[CH2:20][CH2:19][CH2:18][CH2:17][CH2:16]2)(=[O:12])=[O:11])=[CH:6][CH:5]=1.[OH-].[Na+]. (4) Given the product [CH2:1]([C:17]1[CH:22]=[CH:21][C:20]([S:23]([NH:32][C:28]2[S:27][CH:31]=[N:30][N:29]=2)(=[O:25])=[O:24])=[CH:19][CH:18]=1)[CH2:2][CH2:3][CH2:4][CH2:5][CH2:6][CH2:7][CH2:8][CH2:9][CH2:10][CH2:11][CH2:12][CH2:13][CH2:14][CH2:15][CH3:16], predict the reactants needed to synthesize it. The reactants are: [CH2:1]([C:17]1[CH:22]=[CH:21][C:20]([S:23](Cl)(=[O:25])=[O:24])=[CH:19][CH:18]=1)[CH2:2][CH2:3][CH2:4][CH2:5][CH2:6][CH2:7][CH2:8][CH2:9][CH2:10][CH2:11][CH2:12][CH2:13][CH2:14][CH2:15][CH3:16].[S:27]1[CH:31]=[N:30][N:29]=[C:28]1[NH2:32].Cl. (5) Given the product [F:1][C:2]1[CH:3]=[C:4]([N:37]([C:46]2[CH:47]=[CH:48][C:49]([F:52])=[CH:50][CH:51]=2)[C:38]([C:40]2([C:43]([NH2:45])=[O:44])[CH2:42][CH2:41]2)=[O:39])[CH:5]=[CH:6][C:7]=1[O:8][C:9]1[CH:14]=[CH:13][N:12]=[C:11]2[NH:15][N:16]=[C:17]([C:18]3[CH:23]=[CH:22][CH:21]=[C:20]([C:24](=[O:27])[NH:25][CH3:26])[CH:19]=3)[C:10]=12, predict the reactants needed to synthesize it. The reactants are: [F:1][C:2]1[CH:3]=[C:4]([N:37]([C:46]2[CH:51]=[CH:50][C:49]([F:52])=[CH:48][CH:47]=2)[C:38]([C:40]2([C:43]([NH2:45])=[O:44])[CH2:42][CH2:41]2)=[O:39])[CH:5]=[CH:6][C:7]=1[O:8][C:9]1[CH:14]=[CH:13][N:12]=[C:11]2[N:15](CC3C=CC(OC)=CC=3)[N:16]=[C:17]([C:18]3[CH:23]=[CH:22][CH:21]=[C:20]([C:24](=[O:27])[NH:25][CH3:26])[CH:19]=3)[C:10]=12.C(O)(C(F)(F)F)=O. (6) Given the product [F:32][C:5]1[C:6]2[C:11](=[CH:10][CH:9]=[C:8]([S:12]([NH:15][C:16]3[S:17][CH:18]=[CH:19][N:20]=3)(=[O:13])=[O:14])[CH:7]=2)[C:2]([C:36]2[CH:37]=[CH:38][CH:39]=[CH:40][C:35]=2[O:34][CH3:33])=[N:3][CH:4]=1, predict the reactants needed to synthesize it. The reactants are: Cl[C:2]1[C:11]2[C:6](=[CH:7][C:8]([S:12]([N:15](CC3C=CC(OC)=CC=3OC)[C:16]3[S:17][CH:18]=[CH:19][N:20]=3)(=[O:14])=[O:13])=[CH:9][CH:10]=2)[C:5]([F:32])=[CH:4][N:3]=1.[CH3:33][O:34][C:35]1[CH:40]=[CH:39][CH:38]=[CH:37][C:36]=1B(O)O.P([O-])([O-])([O-])=O.[K+].[K+].[K+].O1CCOCC1.